The task is: Predict which catalyst facilitates the given reaction.. This data is from Catalyst prediction with 721,799 reactions and 888 catalyst types from USPTO. (1) Reactant: [Cl:1][C:2]1[C:3]2[N:4]([C:8]([CH2:12][CH2:13][C:14]([O:16]CC)=[O:15])=[N:9][C:10]=2[I:11])[CH:5]=[CH:6][N:7]=1.[Li+].[OH-].Cl. Product: [Cl:1][C:2]1[C:3]2[N:4]([C:8]([CH2:12][CH2:13][C:14]([OH:16])=[O:15])=[N:9][C:10]=2[I:11])[CH:5]=[CH:6][N:7]=1. The catalyst class is: 214. (2) Reactant: C([O:4][C@H:5]1[CH2:27][CH2:26][C@@:25]2([CH3:28])[C:7]([CH2:8][CH2:9][C@@H:10]3[C@@H:24]2[CH2:23][CH2:22][C@@:21]2([CH3:29])[C@H:11]3[CH2:12][CH2:13][C@@H:14]2[CH:15]([O:17][C:18](=[O:20])[CH3:19])[CH3:16])=[CH:6]1)(=O)C.[OH-].[K+]. Product: [C:18]([O:17][CH:15]([C@@H:14]1[C@:21]2([CH3:29])[C@H:11]([C@H:10]3[C@H:24]([CH2:23][CH2:22]2)[C@:25]2([CH3:28])[C:7](=[CH:6][C@@H:5]([OH:4])[CH2:27][CH2:26]2)[CH2:8][CH2:9]3)[CH2:12][CH2:13]1)[CH3:16])(=[O:20])[CH3:19]. The catalyst class is: 36.